Task: Predict the reactants needed to synthesize the given product.. Dataset: Full USPTO retrosynthesis dataset with 1.9M reactions from patents (1976-2016) (1) Given the product [Cl:20][C:21]1[CH:22]=[C:23]([C:27]2[S:29][CH:2]=[C:3]([C@@H:5]3[CH2:10][C:9]([F:11])([F:12])[CH2:8][CH2:7][C@H:6]3[C:13]([OH:15])=[O:14])[N:28]=2)[CH:24]=[N:25][CH:26]=1, predict the reactants needed to synthesize it. The reactants are: Cl[CH2:2][C:3]([C@@H:5]1[CH2:10][C:9]([F:12])([F:11])[CH2:8][CH2:7][C@H:6]1[C:13]([O:15]C(C)(C)C)=[O:14])=O.[Cl:20][C:21]1[CH:22]=[C:23]([C:27](=[S:29])[NH2:28])[CH:24]=[N:25][CH:26]=1. (2) Given the product [OH:8][C:9]1[CH:36]=[CH:35][C:34]([CH2:37][CH2:38][N:39]2[CH2:40][CH2:41][N:42]([CH3:45])[CH2:43][CH2:44]2)=[CH:33][C:10]=1[C:11]([NH:13][C:14]1[CH:26]=[C:25]([C:27]2[CH:32]=[CH:31][CH:30]=[CH:29][CH:28]=2)[CH:24]=[CH:23][C:15]=1[C:16]([O:18][C:19]([CH3:21])([CH3:20])[CH3:22])=[O:17])=[O:12], predict the reactants needed to synthesize it. The reactants are: C([O:8][C:9]1[CH:36]=[CH:35][C:34]([CH2:37][CH2:38][N:39]2[CH2:44][CH2:43][N:42]([CH3:45])[CH2:41][CH2:40]2)=[CH:33][C:10]=1[C:11]([NH:13][C:14]1[CH:26]=[C:25]([C:27]2[CH:32]=[CH:31][CH:30]=[CH:29][CH:28]=2)[CH:24]=[CH:23][C:15]=1[C:16]([O:18][C:19]([CH3:22])([CH3:21])[CH3:20])=[O:17])=[O:12])C1C=CC=CC=1.